From a dataset of Full USPTO retrosynthesis dataset with 1.9M reactions from patents (1976-2016). Predict the reactants needed to synthesize the given product. (1) Given the product [C:37]([N:28]1[CH2:29][C@H:25]([NH:24][S:21]([C:18]2[CH:19]=[CH:20][C:15]([O:14][CH2:13][C:11]3[C:10]4[C:5](=[CH:6][CH:7]=[CH:8][CH:9]=4)[N:4]=[C:3]([CH3:2])[CH:12]=3)=[CH:16][CH:17]=2)(=[O:23])=[O:22])[C@H:26]([C:30]([O:32][C:33]([CH3:36])([CH3:35])[CH3:34])=[O:31])[CH2:27]1)(=[O:39])[CH3:38], predict the reactants needed to synthesize it. The reactants are: Cl.[CH3:2][C:3]1[CH:12]=[C:11]([CH2:13][O:14][C:15]2[CH:20]=[CH:19][C:18]([S:21]([NH:24][C@H:25]3[CH2:29][NH:28][CH2:27][C@H:26]3[C:30]([O:32][C:33]([CH3:36])([CH3:35])[CH3:34])=[O:31])(=[O:23])=[O:22])=[CH:17][CH:16]=2)[C:10]2[C:5](=[CH:6][CH:7]=[CH:8][CH:9]=2)[N:4]=1.[C:37](Cl)(=[O:39])[CH3:38]. (2) Given the product [I:22][C:5]1[CH:6]=[C:7]2[C:11](=[CH:12][C:4]=1[N+:1]([O-:3])=[O:2])[CH2:10][CH2:9][CH2:8]2, predict the reactants needed to synthesize it. The reactants are: [N+:1]([C:4]1[CH:12]=[C:11]2[C:7]([CH2:8][CH2:9][CH2:10]2)=[CH:6][C:5]=1N)([O-:3])=[O:2].N([O-])=O.[Na+].NC(N)=O.[I-:22].[K+].C(=O)(O)[O-].[Na+].